Dataset: Experimentally validated miRNA-target interactions with 360,000+ pairs, plus equal number of negative samples. Task: Binary Classification. Given a miRNA mature sequence and a target amino acid sequence, predict their likelihood of interaction. The miRNA is hsa-miR-941 with sequence CACCCGGCUGUGUGCACAUGUGC. The protein sequence of the target gene is MAGWNAYIDNLMADGTCQDAAIVGYKDSPSVWAAVPGKTFVNITPAEVGVLVGKDRSSFYVNGLTLGGQKCSVIRDSLLQDGEFSMDLRTKSTGGAPTFNVTVTKTDKTLVLLMGKEGVHGGLINKKCYEMASHLRRSQY. Result: 1 (interaction).